This data is from Catalyst prediction with 721,799 reactions and 888 catalyst types from USPTO. The task is: Predict which catalyst facilitates the given reaction. (1) Reactant: [CH3:1][CH:2]([CH3:8])[C:3](=O)[CH2:4][C:5]#[N:6].[NH2:9][NH2:10]. Product: [CH:2]([C:3]1[CH:4]=[C:5]([NH2:6])[NH:10][N:9]=1)([CH3:8])[CH3:1]. The catalyst class is: 8. (2) Reactant: [NH2:1][C:2]1[CH:7]=[CH:6][CH:5]=[CH:4][C:3]=1[S:8]([NH2:11])(=[O:10])=[O:9].[I:12]Cl. Product: [NH2:1][C:2]1[CH:7]=[CH:6][C:5]([I:12])=[CH:4][C:3]=1[S:8]([NH2:11])(=[O:9])=[O:10]. The catalyst class is: 22. (3) Reactant: [CH3:1][O:2][CH2:3][CH2:4][CH2:5][O:6][C:7]1[CH:8]=[C:9]([CH:29]=[CH:30][C:31]=1[O:32][CH3:33])[CH2:10][C@H:11]([CH:26]([CH3:28])[CH3:27])[CH2:12][C@H:13]([NH:18][C:19](=[O:25])[O:20][C:21]([CH3:24])([CH3:23])[CH3:22])[C@@H:14]([OH:17])[CH2:15][NH2:16].C(N(C(C)C)CC)(C)C.[CH:43]1([C:49](O)=[O:50])[CH2:48][CH2:47][CH2:46][CH2:45][CH2:44]1.F[P-](F)(F)(F)(F)F.N1(OC(N(C)C)=[N+](C)C)C2C=CC=CC=2N=N1.C1C=CC2N(O)N=NC=2C=1. Product: [CH3:1][O:2][CH2:3][CH2:4][CH2:5][O:6][C:7]1[CH:8]=[C:9]([CH:29]=[CH:30][C:31]=1[O:32][CH3:33])[CH2:10][C@H:11]([CH:26]([CH3:28])[CH3:27])[CH2:12][C@H:13]([NH:18][C:19](=[O:25])[O:20][C:21]([CH3:24])([CH3:23])[CH3:22])[C@@H:14]([OH:17])[CH2:15][NH:16][C:49]([CH:43]1[CH2:48][CH2:47][CH2:46][CH2:45][CH2:44]1)=[O:50]. The catalyst class is: 3.